This data is from Catalyst prediction with 721,799 reactions and 888 catalyst types from USPTO. The task is: Predict which catalyst facilitates the given reaction. (1) Reactant: [Cl:1][C:2]1[CH:7]=[CH:6][C:5]([S:8](Cl)(=[O:10])=[O:9])=[CH:4][C:3]=1[CH2:12][CH3:13].[Br:14][C:15]1[C:20]([NH2:21])=[CH:19][C:18]([Cl:22])=[CH:17][N:16]=1. Product: [Br:14][C:15]1[C:20]([NH:21][S:8]([C:5]2[CH:6]=[CH:7][C:2]([Cl:1])=[C:3]([CH2:12][CH3:13])[CH:4]=2)(=[O:10])=[O:9])=[CH:19][C:18]([Cl:22])=[CH:17][N:16]=1. The catalyst class is: 17. (2) Reactant: [CH3:1][C:2]1[C:3]([C:11]2[CH:16]=[CH:15][C:14]([OH:17])=[CH:13][CH:12]=2)=[CH:4][N:5]2[C:10]=1[CH:9]=[CH:8][CH:7]=[CH:6]2.C[O-].[Na+].[Cl-]. Product: [CH3:1][C:2]1[C:3]([C:11]2[CH:16]=[CH:15][C:14]([O:17][CH2:2][CH2:3][CH2:4][N:5]3[CH2:10][CH2:9][CH2:8][CH2:7][CH2:6]3)=[CH:13][CH:12]=2)=[CH:4][N:5]2[C:10]=1[CH:9]=[CH:8][CH:7]=[CH:6]2. The catalyst class is: 9. (3) Reactant: [CH2:1]([C:3]1[CH:10]=[CH:9][C:6]([CH:7]=[O:8])=[CH:5][CH:4]=1)[CH3:2].C1C(=O)N([Br:18])C(=O)C1. Product: [Br:18][C:4]1[CH:5]=[C:6]([CH:9]=[CH:10][C:3]=1[CH2:1][CH3:2])[CH:7]=[O:8]. The catalyst class is: 243. (4) Reactant: [Cl:1][C:2]1[CH:7]=[CH:6][CH:5]=[CH:4][C:3]=1[N:8]1[C:12]([C:13]2[S:17][C:16]([S:18](O)(=[O:20])=[O:19])=[CH:15][CH:14]=2)=[CH:11][C:10]([C:22]([F:25])([F:24])[F:23])=[N:9]1.C1C=CC=CC=1.S(Cl)([Cl:34])=O. Product: [Cl:1][C:2]1[CH:7]=[CH:6][CH:5]=[CH:4][C:3]=1[N:8]1[C:12]([C:13]2[S:17][C:16]([S:18]([Cl:34])(=[O:20])=[O:19])=[CH:15][CH:14]=2)=[CH:11][C:10]([C:22]([F:25])([F:24])[F:23])=[N:9]1. The catalyst class is: 9. (5) Reactant: [CH3:1][C@@:2]1([C:18]([F:21])([F:20])[F:19])[CH2:17][N:5]2[C:6](=[O:16])[CH:7]=[C:8]([N:10]3[CH2:15][CH2:14][O:13][CH2:12][CH2:11]3)[N:9]=[C:4]2[NH:3]1.[CH3:22][C:23]1([O:26][CH2:25]1)[CH3:24].C(=O)([O-])[O-].[Cs+].[Cs+]. Product: [OH:26][C:23]([CH3:25])([CH3:24])[CH2:22][N:3]1[C:4]2=[N:9][C:8]([N:10]3[CH2:11][CH2:12][O:13][CH2:14][CH2:15]3)=[CH:7][C:6](=[O:16])[N:5]2[CH2:17][C@@:2]1([CH3:1])[C:18]([F:21])([F:19])[F:20]. The catalyst class is: 10. (6) Reactant: C1(P(C2C=CC=CC=2)C2C=CC=CC=2)C=CC=CC=1.CCOC(/N=N/C(OCC)=O)=O.[Si:32]([O:39][C@@H:40]1[CH2:44][CH2:43][C@@H:42]([OH:45])[CH2:41]1)([C:35]([CH3:38])([CH3:37])[CH3:36])([CH3:34])[CH3:33].[C:46]1([C:52]2[CH:57]=[CH:56][C:55](O)=[CH:54][CH:53]=2)[CH:51]=[CH:50][CH:49]=[CH:48][CH:47]=1. Product: [C:46]1([C:52]2[CH:53]=[CH:54][CH:55]=[CH:56][CH:57]=2)[CH:51]=[CH:50][C:49]([O:45][C@H:42]2[CH2:43][CH2:44][C@@H:40]([O:39][Si:32]([C:35]([CH3:38])([CH3:37])[CH3:36])([CH3:34])[CH3:33])[CH2:41]2)=[CH:48][CH:47]=1. The catalyst class is: 1.